This data is from Full USPTO retrosynthesis dataset with 1.9M reactions from patents (1976-2016). The task is: Predict the reactants needed to synthesize the given product. (1) Given the product [Br:1][C:2]1[C:3]([CH3:9])=[C:4]([N:5]2[C:14](=[O:15])[C:13]3[C:17](=[CH:18][CH:19]=[C:11]([F:10])[CH:12]=3)[C:16]2=[O:20])[CH:6]=[CH:7][CH:8]=1, predict the reactants needed to synthesize it. The reactants are: [Br:1][C:2]1[C:3]([CH3:9])=[C:4]([CH:6]=[CH:7][CH:8]=1)[NH2:5].[F:10][C:11]1[CH:12]=[C:13]2[C:17](=[CH:18][CH:19]=1)[C:16](=[O:20])[O:15][C:14]2=O. (2) Given the product [F:21][C:20]([F:22])([F:23])[C:19]([C:16]1[CH:17]=[CH:18][C:13]([O:12][CH2:11][CH2:10][CH2:9][CH:7]([OH:6])[CH3:8])=[C:14]([CH2:32][CH2:33][CH3:34])[CH:15]=1)([O:28][CH2:29][O:30][CH3:31])[C:24]([F:25])([F:27])[F:26], predict the reactants needed to synthesize it. The reactants are: [OH-].[Li+].C([O:6][CH:7]([CH2:9][CH2:10][CH2:11][O:12][C:13]1[CH:18]=[CH:17][C:16]([C:19]([O:28][CH2:29][O:30][CH3:31])([C:24]([F:27])([F:26])[F:25])[C:20]([F:23])([F:22])[F:21])=[CH:15][C:14]=1[CH2:32][CH2:33][CH3:34])[CH3:8])(=O)C. (3) Given the product [Cl:1][C:2]1[CH:9]=[C:8]([N:10]([CH2:11][C:12]2[CH:17]=[CH:16][CH:15]=[CH:14][C:13]=2[C:18]([F:19])([F:20])[F:21])[C@H:22]2[CH2:26][CH2:25][N:24]([CH2:29][CH2:28][C:27]([O:31][C:32]([CH3:35])([CH3:34])[CH3:33])=[O:30])[CH2:23]2)[CH:7]=[CH:6][C:3]=1[C:4]#[N:5], predict the reactants needed to synthesize it. The reactants are: [Cl:1][C:2]1[CH:9]=[C:8]([N:10]([C@H:22]2[CH2:26][CH2:25][NH:24][CH2:23]2)[CH2:11][C:12]2[CH:17]=[CH:16][CH:15]=[CH:14][C:13]=2[C:18]([F:21])([F:20])[F:19])[CH:7]=[CH:6][C:3]=1[C:4]#[N:5].[C:27]([O:31][C:32]([CH3:35])([CH3:34])[CH3:33])(=[O:30])[CH:28]=[CH2:29].